This data is from Reaction yield outcomes from USPTO patents with 853,638 reactions. The task is: Predict the reaction yield, written as a fraction of the theoretical maximum amount of product (1.0 means a 100% yield; for example, 0.34 means a 34% yield). (1) The reactants are [Cl:1][C:2]1[CH:7]=[C:6]([Cl:8])[N:5]=[CH:4][N:3]=1.[Li+].[Cl-].[I:11]I. The catalyst is C1COCC1. The product is [Cl:1][C:2]1[C:7]([I:11])=[C:6]([Cl:8])[N:5]=[CH:4][N:3]=1. The yield is 0.830. (2) The reactants are Cl[C:2]1[CH:9]=[CH:8][C:5]([C:6]#[N:7])=[CH:4][CH:3]=1.[CH3:10][C:11]1[CH:16]=[CH:15][CH:14]=[CH:13][C:12]=1B(O)O.[F-].[K+]. The catalyst is C1COCC1. The product is [C:6]([C:5]1[CH:8]=[CH:9][C:2]([C:12]2[CH:13]=[CH:14][CH:15]=[CH:16][C:11]=2[CH3:10])=[CH:3][CH:4]=1)#[N:7]. The yield is 0.940. (3) The reactants are [Br:1][C:2]1[CH:13]=[CH:12][C:5]([CH2:6][O:7][CH2:8][C:9]([OH:11])=O)=[CH:4][CH:3]=1.[CH2:14]([O:21][C:22](=[O:32])[NH:23][CH2:24][C:25]1[CH:30]=[CH:29][CH:28]=[C:27]([NH2:31])[CH:26]=1)[C:15]1[CH:20]=[CH:19][CH:18]=[CH:17][CH:16]=1.CCN=C=NCCCN(C)C.C1C=NC2N(O)N=NC=2C=1.CCN(C(C)C)C(C)C. The catalyst is CN(C=O)C. The product is [Br:1][C:2]1[CH:3]=[CH:4][C:5]([CH2:6][O:7][CH2:8][C:9]([NH:31][C:27]2[CH:26]=[C:25]([CH:30]=[CH:29][CH:28]=2)[CH2:24][NH:23][C:22](=[O:32])[O:21][CH2:14][C:15]2[CH:20]=[CH:19][CH:18]=[CH:17][CH:16]=2)=[O:11])=[CH:12][CH:13]=1. The yield is 0.620. (4) The reactants are C([Li])CCC.CCCCCC.[CH:12]1([CH2:15][N:16]([C:24]2[C:25]([CH2:33][CH3:34])=[N:26][N:27]3[CH:32]=[CH:31][CH:30]=[CH:29][C:28]=23)[C:17](=[O:23])[O:18][C:19]([CH3:22])([CH3:21])[CH3:20])[CH2:14][CH2:13]1.[Br:35]C(F)(F)C(F)(F)Br.C(=O)(O)[O-].[Na+]. The catalyst is O1CCCC1. The product is [Br:35][C:32]1[N:27]2[N:26]=[C:25]([CH2:33][CH3:34])[C:24]([N:16]([CH2:15][CH:12]3[CH2:13][CH2:14]3)[C:17](=[O:23])[O:18][C:19]([CH3:22])([CH3:21])[CH3:20])=[C:28]2[CH:29]=[CH:30][CH:31]=1. The yield is 0.878. (5) The reactants are [C:1]([C:4]1[CH:9]=[CH:8][C:7](C)=[CH:6][C:5]=1[S:11][C:12]1[CH:20]=[CH:19][CH:18]=[CH:17][C:13]=1[C:14]([OH:16])=O)([OH:3])=O.S(C1C=CC=CC=1C(OC)=O)[C:22]1C=CC=CC=1C(OC)=O. No catalyst specified. The product is [OH:16][CH2:14][C:13]1[CH:17]=[C:18]([CH3:22])[CH:19]=[CH:20][C:12]=1[S:11][C:5]1[CH:6]=[CH:7][CH:8]=[CH:9][C:4]=1[CH2:1][OH:3]. The yield is 0.740. (6) The reactants are C(=O)([O-])[O-].[K+].[K+].[C:7]([CH2:9][C:10]([O:12][CH2:13][CH3:14])=[O:11])#[N:8].[CH2:15](Br)[C:16]([C:18]1[CH:23]=[CH:22][CH:21]=[CH:20][CH:19]=1)=[O:17]. The catalyst is CC(C)=O. The product is [C:7]([CH:9]([CH2:15][C:16](=[O:17])[C:18]1[CH:23]=[CH:22][CH:21]=[CH:20][CH:19]=1)[C:10]([O:12][CH2:13][CH3:14])=[O:11])#[N:8]. The yield is 0.900. (7) The reactants are [CH:1]1([O:6][N:7]2[C:15](=[O:16])[C:14]3[C:9](=[CH:10][CH:11]=[CH:12][CH:13]=3)[C:8]2=[O:17])[CH2:5]C=C[CH2:2]1.C[N+]1([O-])CCOCC1.[O:26]1[CH2:31][CH2:30][O:29]CC1.O. The catalyst is O=[Os](=O)(=O)=O. The product is [OH:26][C@H:31]1[C@@H:30]([OH:29])[CH2:2][CH:1]([O:6][N:7]2[C:15](=[O:16])[C:14]3[C:9](=[CH:10][CH:11]=[CH:12][CH:13]=3)[C:8]2=[O:17])[CH2:5]1. The yield is 0.770. (8) The reactants are [CH3:1][C:2]1[CH:10]=[CH:9][C:8]2[NH:7][C:6]3[CH2:11][CH2:12][N:13]([C:15]([O:17][CH2:18][CH3:19])=[O:16])[CH2:14][C:5]=3[C:4]=2[CH:3]=1.[CH2:20]([CH:22]1[O:24][CH2:23]1)Br.[NH4+].[Cl-]. No catalyst specified. The product is [CH3:1][C:2]1[CH:10]=[CH:9][C:8]2[N:7]([CH2:20][CH:22]3[CH2:23][O:24]3)[C:6]3[CH2:11][CH2:12][N:13]([C:15]([O:17][CH2:18][CH3:19])=[O:16])[CH2:14][C:5]=3[C:4]=2[CH:3]=1. The yield is 0.490. (9) The reactants are [CH3:1][S:2](=[N:10][C:11]([C:13]1[CH:14]=[C:15]([C:19]#[C:20][C:21]2[S:25][C:24]([NH:26]C(=O)OC(C)(C)C)=[N:23][CH:22]=2)[CH:16]=[N:17][CH:18]=1)=[O:12])(=[O:9])[C:3]1[CH:8]=[CH:7][CH:6]=[CH:5][CH:4]=1.FC(F)(F)C(O)=O. The yield is 0.740. The catalyst is ClCCl. The product is [NH2:26][C:24]1[S:25][C:21]([C:20]#[C:19][C:15]2[CH:16]=[N:17][CH:18]=[C:13]([CH:14]=2)[C:11]([N:10]=[S@@:2]([CH3:1])(=[O:9])[C:3]2[CH:4]=[CH:5][CH:6]=[CH:7][CH:8]=2)=[O:12])=[CH:22][N:23]=1.